This data is from Forward reaction prediction with 1.9M reactions from USPTO patents (1976-2016). The task is: Predict the product of the given reaction. (1) Given the reactants [NH2:1][C:2]1[NH:6][N:5]=[C:4]([NH:7][C:8]2[CH:13]=[CH:12][C:11]([N+:14]([O-:16])=[O:15])=[CH:10][CH:9]=2)[C:3]=1[C:17]([NH2:19])=[O:18].[OH:20][C:21]1[CH:28]=[CH:27][C:24]([CH:25]=O)=[CH:23][CH:22]=1.N1CCCCC1, predict the reaction product. The product is: [OH:20][C:21]1[CH:28]=[CH:27][C:24]([CH:25]=[N:1][C:2]2[NH:6][N:5]=[C:4]([NH:7][C:8]3[CH:9]=[CH:10][C:11]([N+:14]([O-:16])=[O:15])=[CH:12][CH:13]=3)[C:3]=2[C:17]([NH2:19])=[O:18])=[CH:23][CH:22]=1. (2) Given the reactants Cl[C:2]1[N:7]=[C:6]([S:8][C:9]#[N:10])[C:5]([N+:11]([O-:13])=[O:12])=[CH:4][N:3]=1.[N:14]1[C:18]2[CH:19]=[CH:20][CH:21]=[CH:22][C:17]=2[NH:16][CH:15]=1.CCN(CC)CC, predict the reaction product. The product is: [N+:11]([C:5]1[C:6]([S:8][C:9]#[N:10])=[N:7][C:2]([N:14]2[C:18]3[CH:19]=[CH:20][CH:21]=[CH:22][C:17]=3[N:16]=[CH:15]2)=[N:3][CH:4]=1)([O-:13])=[O:12].